From a dataset of Forward reaction prediction with 1.9M reactions from USPTO patents (1976-2016). Predict the product of the given reaction. The product is: [C:28]1([C:25]2[CH:26]=[C:27]3[C:22](=[C:23]([C:34]([NH2:36])=[O:35])[CH:24]=2)[NH:21][CH:20]=[C:19]3[CH:16]2[CH2:17][CH2:18][N:13]([S:10]([CH2:9][CH2:8][CH2:7][N:37]3[CH2:42][CH2:41][CH2:40][CH2:39][CH2:38]3)(=[O:12])=[O:11])[CH2:14][CH2:15]2)[CH:33]=[CH:32][CH:31]=[CH:30][CH:29]=1. Given the reactants NS(N)(=O)=O.Cl[CH2:7][CH2:8][CH2:9][S:10]([N:13]1[CH2:18][CH2:17][CH:16]([C:19]2[C:27]3[C:22](=[C:23]([C:34]([NH2:36])=[O:35])[CH:24]=[C:25]([C:28]4[CH:33]=[CH:32][CH:31]=[CH:30][CH:29]=4)[CH:26]=3)[NH:21][CH:20]=2)[CH2:15][CH2:14]1)(=[O:12])=[O:11].[NH:37]1[CH2:42][CH2:41][CH2:40][CH2:39][CH2:38]1.C([O-])([O-])=O.[K+].[K+].[Na+].[I-], predict the reaction product.